From a dataset of NCI-60 drug combinations with 297,098 pairs across 59 cell lines. Regression. Given two drug SMILES strings and cell line genomic features, predict the synergy score measuring deviation from expected non-interaction effect. (1) Drug 1: CS(=O)(=O)CCNCC1=CC=C(O1)C2=CC3=C(C=C2)N=CN=C3NC4=CC(=C(C=C4)OCC5=CC(=CC=C5)F)Cl. Drug 2: COCCOC1=C(C=C2C(=C1)C(=NC=N2)NC3=CC=CC(=C3)C#C)OCCOC.Cl. Cell line: EKVX. Synergy scores: CSS=12.6, Synergy_ZIP=-5.66, Synergy_Bliss=0.601, Synergy_Loewe=-0.709, Synergy_HSA=1.96. (2) Drug 1: C1C(C(OC1N2C=C(C(=O)NC2=O)F)CO)O. Drug 2: CS(=O)(=O)CCNCC1=CC=C(O1)C2=CC3=C(C=C2)N=CN=C3NC4=CC(=C(C=C4)OCC5=CC(=CC=C5)F)Cl. Cell line: A498. Synergy scores: CSS=16.6, Synergy_ZIP=-8.03, Synergy_Bliss=-2.80, Synergy_Loewe=-7.39, Synergy_HSA=-0.534.